From a dataset of Forward reaction prediction with 1.9M reactions from USPTO patents (1976-2016). Predict the product of the given reaction. The product is: [CH3:1][N:2]([CH3:23])[C:3](=[O:22])[CH2:4][N:5]([CH3:21])[C:6]([C:8]1[S:9][C:10]2[N:11]=[CH:12][N:13]=[C:14]([NH:33][C:29]3[CH:28]=[C:27]4[C:32](=[CH:31][CH:30]=3)[NH:24][N:25]=[CH:26]4)[C:15]=2[N:16]=1)=[O:7]. Given the reactants [CH3:1][N:2]([CH3:23])[C:3](=[O:22])[CH2:4][N:5]([CH3:21])[C:6]([C:8]1[S:9][C:10]2[N:11]=[CH:12][N:13]=[C:14](S(C)(=O)=O)[C:15]=2[N:16]=1)=[O:7].[NH:24]1[C:32]2[C:27](=[CH:28][C:29]([NH2:33])=[CH:30][CH:31]=2)[CH:26]=[N:25]1, predict the reaction product.